This data is from Catalyst prediction with 721,799 reactions and 888 catalyst types from USPTO. The task is: Predict which catalyst facilitates the given reaction. (1) Reactant: Br[C:2]1[CH:3]=[C:4]([N:8]([CH3:19])[C:9](=[O:18])[C:10]2[CH:15]=[CH:14][C:13]([F:16])=[CH:12][C:11]=2[F:17])[CH:5]=[N:6][CH:7]=1.CCO.CC1(C)C(C)(C)OB([C:31]2[CH:36]=[CH:35][N:34]=[C:33]([NH:37][C:38](=[O:40])[CH3:39])[CH:32]=2)O1.C(=O)([O-])[O-].[Na+].[Na+]. Product: [C:38]([NH:37][C:33]1[CH:32]=[C:31]([C:2]2[CH:7]=[N:6][CH:5]=[C:4]([N:8]([CH3:19])[C:9](=[O:18])[C:10]3[CH:15]=[CH:14][C:13]([F:16])=[CH:12][C:11]=3[F:17])[CH:3]=2)[CH:36]=[CH:35][N:34]=1)(=[O:40])[CH3:39]. The catalyst class is: 206. (2) Reactant: [Cl:1][C:2]1[CH:7]=[CH:6][C:5]([S:8][C:9]2[N:13]([CH3:14])[C:12]([C:15]3[CH:19]=[CH:18][N:17]([CH2:20][CH3:21])[N:16]=3)=[N:11][C:10]=2[C:22]2[CH:29]=[CH:28][C:25]([C:26]#[N:27])=[CH:24][CH:23]=2)=[CH:4][CH:3]=1.[NH2:30][OH:31].CC(N(C)C)=O. Product: [Cl:1][C:2]1[CH:3]=[CH:4][C:5]([S:8][C:9]2[N:13]([CH3:14])[C:12]([C:15]3[CH:19]=[CH:18][N:17]([CH2:20][CH3:21])[N:16]=3)=[N:11][C:10]=2[C:22]2[CH:23]=[CH:24][C:25]([C:26](=[N:30][OH:31])[NH2:27])=[CH:28][CH:29]=2)=[CH:6][CH:7]=1. The catalyst class is: 14. (3) Reactant: Cl.[NH2:2][C@@H:3]1[C:11]2[C:6](=[C:7]([C:12]3[S:16][C:15]([C:17]4[CH:18]=[CH:19][C:20]([O:25][CH:26]([CH3:28])[CH3:27])=[C:21]([CH:24]=4)[C:22]#[N:23])=[N:14][N:13]=3)[CH:8]=[CH:9][CH:10]=2)[CH2:5][CH2:4]1.[CH3:29][S:30](Cl)(=[O:32])=[O:31]. Product: [C:22]([C:21]1[CH:24]=[C:17]([C:15]2[S:16][C:12]([C:7]3[CH:8]=[CH:9][CH:10]=[C:11]4[C:6]=3[CH2:5][CH2:4][C@@H:3]4[NH:2][S:30]([CH3:29])(=[O:32])=[O:31])=[N:13][N:14]=2)[CH:18]=[CH:19][C:20]=1[O:25][CH:26]([CH3:28])[CH3:27])#[N:23]. The catalyst class is: 2. (4) Reactant: [Cl:1][C:2]1[CH:3]=[C:4]([C:8]2[C:13]([O:14][CH3:15])=[CH:12][CH:11]=[C:10]([C:16]([C:18]3[CH:23]=[CH:22][C:21]([NH:24]C(=O)C)=[CH:20][CH:19]=3)=[O:17])[C:9]=2[F:28])[CH:5]=[CH:6][CH:7]=1.Cl. Product: [ClH:1].[NH2:24][C:21]1[CH:22]=[CH:23][C:18]([C:16]([C:10]2[C:9]([F:28])=[C:8]([C:4]3[CH:5]=[CH:6][CH:7]=[C:2]([Cl:1])[CH:3]=3)[C:13]([O:14][CH3:15])=[CH:12][CH:11]=2)=[O:17])=[CH:19][CH:20]=1. The catalyst class is: 8. (5) Reactant: [CH3:1][C:2]1[CH:7]=[CH:6][CH:5]=[C:4]([CH3:8])[C:3]=1[C:9]#[C:10][Si](C)(C)C.[F-].C([N+](CCCC)(CCCC)CCCC)CCC. Product: [CH3:1][C:2]1[CH:7]=[CH:6][CH:5]=[C:4]([CH3:8])[C:3]=1[C:9]#[CH:10]. The catalyst class is: 134. (6) Reactant: [CH:1]1([C:5]2[CH:6]=[N+:7]([O-])[CH:8]=[CH:9][C:10]=2[O:11][CH2:12][C:13]([F:16])([F:15])[F:14])[CH2:4][CH2:3][CH2:2]1.C[Si]([C:22]#[N:23])(C)C.CN(C)C(Cl)=O. Product: [CH:1]1([C:5]2[C:10]([O:11][CH2:12][C:13]([F:16])([F:15])[F:14])=[CH:9][C:8]([C:22]#[N:23])=[N:7][CH:6]=2)[CH2:4][CH2:3][CH2:2]1. The catalyst class is: 4. (7) Reactant: Br[C:2]1[C:6]2[CH:7]=[N:8][CH:9]=[CH:10][C:5]=2[S:4][C:3]=1[CH3:11].[CH2:12]([CH:14]([C:17]1[C:18]2[N:19]([C:24](I)=[C:25]([CH3:27])[N:26]=2)[N:20]=[C:21]([CH3:23])[CH:22]=1)[CH2:15][CH3:16])[CH3:13]. Product: [CH2:12]([CH:14]([C:17]1[C:18]2[N:19]([C:24]([C:2]3[C:6]4[CH:7]=[N:8][CH:9]=[CH:10][C:5]=4[S:4][C:3]=3[CH3:11])=[C:25]([CH3:27])[N:26]=2)[N:20]=[C:21]([CH3:23])[CH:22]=1)[CH2:15][CH3:16])[CH3:13]. The catalyst class is: 324. (8) Reactant: [Cl:1][C:2]1[C:7]([N+:8]([O-])=O)=[C:6]([NH2:11])[CH:5]=[C:4]([Cl:12])[N:3]=1.O.Cl. Product: [Cl:1][C:2]1[C:7]([NH2:8])=[C:6]([NH2:11])[CH:5]=[C:4]([Cl:12])[N:3]=1. The catalyst class is: 186. (9) Reactant: [C:1]1([P:7](=[O:10])([OH:9])[OH:8])[CH:6]=[CH:5][CH:4]=[CH:3][CH:2]=1.[S:11](OP(C1C=CC=CC=1)(=O)O)([OH:14])(=[O:13])=[O:12].[Cl-].[Ba+2].[Cl-]. Product: [S:11]([C:3]1[CH:2]=[C:1]([P:7](=[O:9])([OH:8])[OH:10])[CH:6]=[CH:5][CH:4]=1)([OH:14])(=[O:13])=[O:12]. The catalyst class is: 6.